Dataset: Full USPTO retrosynthesis dataset with 1.9M reactions from patents (1976-2016). Task: Predict the reactants needed to synthesize the given product. (1) Given the product [OH:8][N:9]1[C:14]2[N:15]=[CH:16][N:17]=[C:18]([CH3:19])[C:13]=2[C:12]([NH:20][CH2:21][C:22]2[CH:27]=[CH:26][C:25]([OH:28])=[CH:24][CH:23]=2)=[CH:11][C:10]1=[O:29], predict the reactants needed to synthesize it. The reactants are: C([O:8][N:9]1[C:14]2[N:15]=[CH:16][N:17]=[C:18]([CH3:19])[C:13]=2[C:12]([NH:20][CH2:21][C:22]2[CH:27]=[CH:26][C:25]([OH:28])=[CH:24][CH:23]=2)=[CH:11][C:10]1=[O:29])C1C=CC=CC=1.CO.[H][H]. (2) Given the product [C:8]([O:15][CH:16]1[CH2:21][CH2:20][CH2:19][CH2:18][CH2:17]1)(=[O:14])[CH2:9][CH2:10][CH2:11][CH2:12][CH3:13], predict the reactants needed to synthesize it. The reactants are: C1(O)CCCCC1.[C:8]([O:15][CH2:16][CH2:17][CH2:18][CH2:19][CH2:20][CH3:21])(=[O:14])[CH2:9][CH2:10][CH2:11][CH2:12][CH3:13]. (3) The reactants are: [CH3:1][C:2]1[CH:7]=[CH:6][CH:5]=[CH:4][C:3]=1[C:8]1[Se:12][C:11]([NH2:13])=[N:10][CH:9]=1.F[C:15]1[CH:23]=[CH:22][CH:21]=[CH:20][C:16]=1[C:17](Cl)=[O:18].CN(C1C=CC=CN=1)C.C(N(CC)C(C)C)(C)C.C(Cl)[Cl:43]. Given the product [Cl:43][C:15]1[CH:23]=[CH:22][CH:21]=[CH:20][C:16]=1[C:17]([NH:13][C:11]1[Se:12][C:8]([C:3]2[CH:4]=[CH:5][CH:6]=[CH:7][C:2]=2[CH3:1])=[CH:9][N:10]=1)=[O:18], predict the reactants needed to synthesize it. (4) Given the product [ClH:39].[CH3:38][N:2]([CH3:1])[CH2:3][CH2:4][O:5][C:6](=[O:37])[C:7]1[CH:12]=[CH:11][C:10]([CH2:13][N:14]2[C:19](=[O:20])[C:18]([CH3:21])=[C:17]3[S:22][C:23]([C:25](=[O:35])[NH:26][CH2:27][C:28]4[CH:29]=[CH:30][C:31]([F:34])=[CH:32][CH:33]=4)=[CH:24][N:16]3[C:15]2=[O:36])=[CH:9][CH:8]=1, predict the reactants needed to synthesize it. The reactants are: [CH3:1][N:2]([CH3:38])[CH2:3][CH2:4][O:5][C:6](=[O:37])[C:7]1[CH:12]=[CH:11][C:10]([CH2:13][N:14]2[C:19](=[O:20])[C:18]([CH3:21])=[C:17]3[S:22][C:23]([C:25](=[O:35])[NH:26][CH2:27][C:28]4[CH:33]=[CH:32][C:31]([F:34])=[CH:30][CH:29]=4)=[CH:24][N:16]3[C:15]2=[O:36])=[CH:9][CH:8]=1.[ClH:39].C(OCC)C. (5) Given the product [F:1][C:2]1[CH:3]=[CH:4][C:5]([N:8]2[C:16]3[C:11](=[CH:12][C:13]([O:17][C@H:18]([C:22]4[CH:23]=[CH:24][CH:25]=[CH:26][CH:27]=4)[C@@H:19]([NH:21][C:35](=[O:36])[CH2:34][C:28]4[CH:33]=[CH:32][CH:31]=[CH:30][CH:29]=4)[CH3:20])=[CH:14][CH:15]=3)[CH:10]=[N:9]2)=[CH:6][CH:7]=1, predict the reactants needed to synthesize it. The reactants are: [F:1][C:2]1[CH:7]=[CH:6][C:5]([N:8]2[C:16]3[C:11](=[CH:12][C:13]([O:17][C@@H:18]([C:22]4[CH:27]=[CH:26][CH:25]=[CH:24][CH:23]=4)[C@H:19]([NH2:21])[CH3:20])=[CH:14][CH:15]=3)[CH:10]=[N:9]2)=[CH:4][CH:3]=1.[C:28]1([CH2:34][C:35](Cl)=[O:36])[CH:33]=[CH:32][CH:31]=[CH:30][CH:29]=1. (6) Given the product [Cl:1][C:2]1[CH:3]=[CH:4][CH:5]=[C:6]([N:8]2[C:13]([CH3:14])=[CH:12][CH:11]=[C:10]2[CH3:9])[N:7]=1, predict the reactants needed to synthesize it. The reactants are: [Cl:1][C:2]1[N:7]=[C:6]([NH2:8])[CH:5]=[CH:4][CH:3]=1.[CH3:9][C:10](=O)[CH2:11][CH2:12][C:13](=O)[CH3:14].